Dataset: Reaction yield outcomes from USPTO patents with 853,638 reactions. Task: Predict the reaction yield, written as a fraction of the theoretical maximum amount of product (1.0 means a 100% yield; for example, 0.34 means a 34% yield). The reactants are [Si]([O:8][C@@H:9]1[C@@H:14]([NH:15][C:16](=[O:25])[O:17][CH2:18][C:19]2[CH:24]=[CH:23][CH:22]=[CH:21][CH:20]=2)[CH2:13][C@H:12]2[C@@H:10]1[CH2:11]2)(C(C)(C)C)(C)C.[F-].C([N+](CCCC)(CCCC)CCCC)CCC. The catalyst is C1COCC1.C(OCC)(=O)C. The product is [OH:8][C@@H:9]1[C@@H:14]([NH:15][C:16](=[O:25])[O:17][CH2:18][C:19]2[CH:24]=[CH:23][CH:22]=[CH:21][CH:20]=2)[CH2:13][C@H:12]2[C@@H:10]1[CH2:11]2. The yield is 0.920.